Dataset: Reaction yield outcomes from USPTO patents with 853,638 reactions. Task: Predict the reaction yield, written as a fraction of the theoretical maximum amount of product (1.0 means a 100% yield; for example, 0.34 means a 34% yield). The reactants are [Br:1][C:2]1[CH:3]=[C:4]2[C:8](=[CH:9][CH:10]=1)[NH:7][C:6]1[CH2:11][NH:12][CH2:13][CH2:14][C:5]2=1.C1COCC1.[CH3:20][C:21]([O:24][C:25](O[C:25]([O:24][C:21]([CH3:23])([CH3:22])[CH3:20])=[O:26])=[O:26])([CH3:23])[CH3:22]. The catalyst is C(Cl)Cl. The product is [Br:1][C:2]1[CH:3]=[C:4]2[C:8](=[CH:9][CH:10]=1)[NH:7][C:6]1[CH2:11][N:12]([C:25]([O:24][C:21]([CH3:23])([CH3:22])[CH3:20])=[O:26])[CH2:13][CH2:14][C:5]2=1. The yield is 0.300.